Predict the product of the given reaction. From a dataset of Forward reaction prediction with 1.9M reactions from USPTO patents (1976-2016). (1) Given the reactants C(Cl)(=O)C(Cl)=O.CS(C)=O.[C:11]([O:15][C:16](=[O:29])[N:17]([C@@H:19]([CH2:27]O)[CH2:20][C:21]1[CH:26]=[CH:25][CH:24]=[CH:23][CH:22]=1)[CH3:18])([CH3:14])([CH3:13])[CH3:12].C(N(C(C)C)C(C)C)C.C(O)(=O)C.[CH2:43]([NH2:50])[C:44]1[CH:49]=[CH:48][CH:47]=[CH:46][CH:45]=1.C([BH3-])#N.[Na+], predict the reaction product. The product is: [C:11]([O:15][C:16](=[O:29])[N:17]([C@H:19]([CH2:20][C:21]1[CH:26]=[CH:25][CH:24]=[CH:23][CH:22]=1)[CH2:27][NH:50][CH2:43][C:44]1[CH:49]=[CH:48][CH:47]=[CH:46][CH:45]=1)[CH3:18])([CH3:14])([CH3:13])[CH3:12]. (2) Given the reactants [CH3:1][C:2]1([C:7](OCC)=O)[CH2:6][CH2:5][CH2:4][CH2:3]1.[C:12](#[N:14])[CH3:13].[H-].[Na+].[OH-:17].[Na+].Cl.[NH2:20]O, predict the reaction product. The product is: [CH3:1][C:2]1([C:7]2[CH:13]=[C:12]([NH2:14])[O:17][N:20]=2)[CH2:3][CH2:4][CH2:5][CH2:6]1. (3) Given the reactants C([O:3][C:4](=O)[C:5]([N:8]1[CH2:13][CH2:12][CH:11]([C:14]2[CH:36]=[CH:35][C:17]3[C:18]4[N:22]([CH2:23][CH2:24][O:25][C:16]=3[CH:15]=2)[CH:21]=[C:20]([C:26]2[N:27]([CH:32]([CH3:34])[CH3:33])[N:28]=[C:29]([CH3:31])[N:30]=2)[N:19]=4)[CH2:10][CH2:9]1)([CH3:7])[CH3:6])C.[H-].[Al+3].[Li+].[H-].[H-].[H-], predict the reaction product. The product is: [CH:32]([N:27]1[C:26]([C:20]2[N:19]=[C:18]3[C:17]4[CH:35]=[CH:36][C:14]([CH:11]5[CH2:10][CH2:9][N:8]([C:5]([CH3:7])([CH3:6])[CH2:4][OH:3])[CH2:13][CH2:12]5)=[CH:15][C:16]=4[O:25][CH2:24][CH2:23][N:22]3[CH:21]=2)=[N:30][C:29]([CH3:31])=[N:28]1)([CH3:34])[CH3:33]. (4) Given the reactants Cl[C:2]1[N:7]=[C:6]([Cl:8])[N:5]=[C:4]2[N:9]([CH:12]([CH3:14])[CH3:13])[N:10]=[CH:11][C:3]=12.CCN(CC)CC.[NH:22]1[CH2:27][CH2:26][O:25][CH2:24][CH2:23]1, predict the reaction product. The product is: [Cl:8][C:6]1[N:5]=[C:4]2[N:9]([CH:12]([CH3:14])[CH3:13])[N:10]=[CH:11][C:3]2=[C:2]([N:22]2[CH2:27][CH2:26][O:25][CH2:24][CH2:23]2)[N:7]=1.